From a dataset of Reaction yield outcomes from USPTO patents with 853,638 reactions. Predict the reaction yield, written as a fraction of the theoretical maximum amount of product (1.0 means a 100% yield; for example, 0.34 means a 34% yield). (1) The reactants are [Cl:1][C:2]1[N:7]=[C:6](Cl)[CH:5]=[C:4]([CH3:9])[N:3]=1.Cl.[CH2:11]([O:18][C:19](=[O:23])[CH2:20][NH:21][CH3:22])[C:12]1[CH:17]=[CH:16][CH:15]=[CH:14][CH:13]=1. No catalyst specified. The product is [CH2:11]([O:18][C:19](=[O:23])[CH2:20][N:21]([C:6]1[CH:5]=[C:4]([CH3:9])[N:3]=[C:2]([Cl:1])[N:7]=1)[CH3:22])[C:12]1[CH:17]=[CH:16][CH:15]=[CH:14][CH:13]=1. The yield is 0.620. (2) The reactants are [C:1]([CH:3]1[CH2:8][CH2:7][N:6]([C:9](=[O:44])[C@H:10]([NH:14][C:15]([C:17]2[C:25]3[C:20](=[N:21][CH:22]=[C:23]([C:26]4[CH:31]=[C:30]([C:32]([CH3:35])([CH3:34])[CH3:33])[CH:29]=[CH:28][N:27]=4)[N:24]=3)[N:19](COCC[Si](C)(C)C)[CH:18]=2)=[O:16])[CH:11]2[CH2:13][CH2:12]2)[CH2:5][CH2:4]1)#[N:2].FC(F)(F)C(O)=O. The catalyst is ClCCl. The product is [C:1]([CH:3]1[CH2:8][CH2:7][N:6]([C:9](=[O:44])[C@H:10]([NH:14][C:15]([C:17]2[C:25]3[C:20](=[N:21][CH:22]=[C:23]([C:26]4[CH:31]=[C:30]([C:32]([CH3:34])([CH3:33])[CH3:35])[CH:29]=[CH:28][N:27]=4)[N:24]=3)[NH:19][CH:18]=2)=[O:16])[CH:11]2[CH2:12][CH2:13]2)[CH2:5][CH2:4]1)#[N:2]. The yield is 0.610. (3) The reactants are [C:1]([O:5][C:6](=[O:31])[NH:7][CH:8]1[CH2:13][CH2:12][CH:11]([NH:14][C:15]([C:17]2[C:18]([NH:24][CH:25]3[CH2:30][CH2:29][S:28][CH2:27][CH2:26]3)=[N:19][CH:20]=[C:21]([CH3:23])[CH:22]=2)=[O:16])[CH2:10][CH2:9]1)([CH3:4])([CH3:3])[CH3:2].[C:32](N1C=CN=C1)(N1C=CN=C1)=[O:33].[H-].[Na+]. The catalyst is CN1C(=O)CCC1. The product is [CH3:23][C:21]1[CH:20]=[N:19][C:18]2[N:24]([CH:25]3[CH2:26][CH2:27][S:28][CH2:29][CH2:30]3)[C:32](=[O:33])[N:14]([C@@H:11]3[CH2:10][CH2:9][C@H:8]([NH:7][C:6](=[O:31])[O:5][C:1]([CH3:4])([CH3:2])[CH3:3])[CH2:13][CH2:12]3)[C:15](=[O:16])[C:17]=2[CH:22]=1. The yield is 0.380. (4) The reactants are N1C=CC=CC=1.Cl[C:8]([O:10][CH2:11][Cl:12])=[O:9].[C:13]([O:17][CH2:18][CH2:19][CH2:20][CH2:21][OH:22])(=[O:16])[CH:14]=[CH2:15]. The catalyst is ClCCl. The product is [C:8](=[O:9])([O:22][CH2:21][CH2:20][CH2:19][CH2:18][O:17][C:13](=[O:16])[CH:14]=[CH2:15])[O:10][CH2:11][Cl:12]. The yield is 0.740. (5) The reactants are N[C:2]1[CH:7]=[CH:6][C:5]([O:8][CH:9]([F:11])[F:10])=[C:4]([CH3:12])[CH:3]=1.N([O-])=O.[Na+].[BrH:17]. The catalyst is O.[Cu]Br. The product is [Br:17][C:2]1[CH:7]=[CH:6][C:5]([O:8][CH:9]([F:11])[F:10])=[C:4]([CH3:12])[CH:3]=1. The yield is 0.370. (6) The reactants are Cl[C:2]1[O:3][C:4]2[C:5](=[C:7]([C:11]([O:13]C)=[O:12])[CH:8]=[CH:9][CH:10]=2)[N:6]=1.[OH2:15].[OH-].[Li+:17]. The catalyst is C1COCC1.O. The product is [O:15]=[C:2]1[NH:6][C:5]2=[C:7]([C:11]([O-:13])=[O:12])[CH:8]=[CH:9][CH:10]=[C:4]2[O:3]1.[Li+:17]. The yield is 1.00. (7) The reactants are NC1C=C[C:5]([C:8]2C=C[CH:11]=[C:10](C)[C:9]=2[C:15](=[O:31])[CH2:16][CH:17]([CH2:23][CH2:24][C:25]2[CH:30]=[CH:29][CH:28]=[CH:27][CH:26]=2)[C:18]([O:20]CC)=[O:19])=CC=1.[CH3:32][O:33][C:34]1[CH:42]=[CH:41][C:37]([C:38](Cl)=[O:39])=[CH:36][CH:35]=1.CC([N:46](C(C)C)CC1C=CC=CC=1)C.[CH2:57]=[CH:58][C:59]1[CH:64]=[CH:63][CH:62]=[CH:61][CH:60]=1.C=CC1C=CC(C=C)=CC=1.CCN(C(C)C)C(C)C.[OH-].[Na+]. The catalyst is CO.ClCCl. The yield is 0.310. The product is [CH3:32][O:33][C:34]1[CH:42]=[CH:41][C:37]([C:38]([NH:46][C:62]2[CH:63]=[CH:64][C:59]([C:58]3[CH:5]=[CH:8][C:9]([C:15](=[O:31])[CH2:16][CH:17]([CH2:23][CH2:24][C:25]4[CH:26]=[CH:27][CH:28]=[CH:29][CH:30]=4)[C:18]([OH:20])=[O:19])=[C:10]([CH3:11])[CH:57]=3)=[CH:60][CH:61]=2)=[O:39])=[CH:36][CH:35]=1. (8) The reactants are [N:1]12[CH2:8][CH2:7][C:4]([C:9]([C:17]3[CH:22]=[CH:21][CH:20]=[CH:19][CH:18]=3)([C:11]3[CH:16]=[CH:15][CH:14]=[CH:13][CH:12]=3)[OH:10])([CH2:5][CH2:6]1)[CH2:3][CH2:2]2.[N+:23]([C:26]1[CH:27]=[C:28]([O:32][CH2:33][CH2:34][CH2:35][Br:36])[CH:29]=[CH:30][CH:31]=1)([O-:25])=[O:24]. The catalyst is CC#N. The product is [Br-:36].[OH:10][C:9]([C:17]1[CH:22]=[CH:21][CH:20]=[CH:19][CH:18]=1)([C:11]1[CH:12]=[CH:13][CH:14]=[CH:15][CH:16]=1)[C:4]12[CH2:5][CH2:6][N+:1]([CH2:35][CH2:34][CH2:33][O:32][C:28]3[CH:29]=[CH:30][CH:31]=[C:26]([N+:23]([O-:25])=[O:24])[CH:27]=3)([CH2:2][CH2:3]1)[CH2:8][CH2:7]2. The yield is 0.822. (9) The reactants are C([O:3][C:4]([C:6]1[NH:7][C:8]2[C:13]([C:14]=1[CH3:15])=[CH:12][C:11]([O:16][CH3:17])=[C:10]([C:18]([F:21])([F:20])[F:19])[CH:9]=2)=[O:5])C.[OH-].[K+].Cl. The catalyst is C(O)C.O. The product is [CH3:17][O:16][C:11]1[CH:12]=[C:13]2[C:8](=[CH:9][C:10]=1[C:18]([F:20])([F:21])[F:19])[NH:7][C:6]([C:4]([OH:5])=[O:3])=[C:14]2[CH3:15]. The yield is 0.730. (10) The reactants are [NH2:1][C:2]1[C:3]2[N:4]([C:8]([CH3:16])=[C:9]([C:11]([O:13][CH2:14][CH3:15])=[O:12])[N:10]=2)[CH:5]=[CH:6][CH:7]=1.[CH3:17][C:18]1[CH:25]=[CH:24][CH:23]=[C:22]([CH3:26])[C:19]=1[CH2:20]Cl.C(=O)([O-])[O-].[Na+].[Na+].[I-].[K+]. The catalyst is C(#N)C. The product is [CH3:17][C:18]1[CH:25]=[CH:24][CH:23]=[C:22]([CH3:26])[C:19]=1[CH2:20][NH:1][C:2]1[C:3]2[N:4]([C:8]([CH3:16])=[C:9]([C:11]([O:13][CH2:14][CH3:15])=[O:12])[N:10]=2)[CH:5]=[CH:6][CH:7]=1. The yield is 0.560.